This data is from Full USPTO retrosynthesis dataset with 1.9M reactions from patents (1976-2016). The task is: Predict the reactants needed to synthesize the given product. (1) Given the product [CH3:16][O:4][C:3](=[O:5])[C:2]([CH3:1])([C:7]1[CH:12]=[CH:11][C:10]([N+:13]([O-:15])=[O:14])=[CH:9][CH:8]=1)[CH3:6], predict the reactants needed to synthesize it. The reactants are: [CH3:1][C:2]([C:7]1[CH:12]=[CH:11][C:10]([N+:13]([O-:15])=[O:14])=[CH:9][CH:8]=1)([CH3:6])[C:3]([OH:5])=[O:4].[CH3:16][Si](C=[N+]=[N-])(C)C.N#N. (2) Given the product [CH:1]1([N:6]2[C:10]3[N:11]=[C:12]([NH:15][C:16]4[CH:25]=[CH:24][C:23]5[CH2:22][N:21]([C:31](=[O:30])[CH2:32][OH:33])[CH2:20][CH2:19][C:18]=5[N:17]=4)[N:13]=[CH:14][C:9]=3[C:8]3[CH:26]=[CH:27][N:28]=[CH:29][C:7]2=3)[CH2:2][CH2:3][CH2:4][CH2:5]1, predict the reactants needed to synthesize it. The reactants are: [CH:1]1([N:6]2[C:10]3[N:11]=[C:12]([NH:15][C:16]4[CH:25]=[CH:24][C:23]5[CH2:22][NH:21][CH2:20][CH2:19][C:18]=5[N:17]=4)[N:13]=[CH:14][C:9]=3[C:8]3[CH:26]=[CH:27][N:28]=[CH:29][C:7]2=3)[CH2:5][CH2:4][CH2:3][CH2:2]1.[OH:30][CH2:31][C:32](O)=[O:33].C(Cl)CCl.ON1C2C=CC=CC=2N=N1.C(N(CC)C(C)C)(C)C. (3) Given the product [CH:1]1([N:7]([CH2:21][CH2:22][N:28]2[CH:34]=[CH:30][N:31]=[CH:32]2)[CH:8]2[CH2:13][CH2:12][N:11]([C:14]([O:16][C:17]([CH3:20])([CH3:19])[CH3:18])=[O:15])[CH2:10][CH2:9]2)[CH2:6][CH2:5][CH2:4][CH2:3][CH2:2]1, predict the reactants needed to synthesize it. The reactants are: [CH:1]1([N:7]([CH2:21][CH2:22]OS(C)(=O)=O)[CH:8]2[CH2:13][CH2:12][N:11]([C:14]([O:16][C:17]([CH3:20])([CH3:19])[CH3:18])=[O:15])[CH2:10][CH2:9]2)[CH2:6][CH2:5][CH2:4][CH2:3][CH2:2]1.[NH:28]1[CH:32]=[N:31][CH:30]=N1.[Na].[C:34](#N)C.CN(C)C=O. (4) The reactants are: CC(OI1(OC(C)=O)(OC(C)=O)OC(=O)C2C=CC=CC1=2)=O.[F:23][C:24]([F:63])([F:62])[C:25]1[CH:26]=[C:27]([CH:55]=[C:56]([C:58]([F:61])([F:60])[F:59])[CH:57]=1)[CH2:28][N:29]1[C:33]([N:34]2[CH:38]=[CH:37][N:36]=[CH:35]2)=[C:32]([C:39]([C:41]2[C:42](CO)=[N:43][O:44][C:45]=2[C:46]2[CH:51]=[CH:50][CH:49]=[CH:48][C:47]=2[Cl:52])=[O:40])[N:31]=[N:30]1. Given the product [F:62][C:24]([F:23])([F:63])[C:25]1[CH:26]=[C:27]([CH:55]=[C:56]([C:58]([F:61])([F:60])[F:59])[CH:57]=1)[CH2:28][N:29]1[C:33]([N:34]2[CH:38]=[CH:37][N:36]=[CH:35]2)=[C:32]([C:39](=[O:40])[CH:41]([C:45](=[O:44])[C:46]2[CH:51]=[CH:50][CH:49]=[CH:48][C:47]=2[Cl:52])[C:42]#[N:43])[N:31]=[N:30]1, predict the reactants needed to synthesize it.